Dataset: Reaction yield outcomes from USPTO patents with 853,638 reactions. Task: Predict the reaction yield, written as a fraction of the theoretical maximum amount of product (1.0 means a 100% yield; for example, 0.34 means a 34% yield). (1) The reactants are [Cl:1][CH2:2][CH2:3][CH2:4][N:5]1[CH2:9][CH2:8][CH2:7][CH2:6]1.[Cl:10][C:11]1[CH:30]=[CH:29][C:14]([NH:15][C:16]2[C:25]3[C:20](=[CH:21][C:22]([OH:28])=[C:23]([O:26][CH3:27])[CH:24]=3)[N:19]=[CH:18][N:17]=2)=[C:13]([F:31])[CH:12]=1.C(=O)([O-])[O-].[K+].[K+]. The catalyst is CN(C=O)C. The product is [OH2:26].[ClH:1].[Cl:10][C:11]1[CH:30]=[CH:29][C:14]([NH:15][C:16]2[C:25]3[C:20](=[CH:21][C:22]([O:28][CH2:2][CH2:3][CH2:4][N:5]4[CH2:9][CH2:8][CH2:7][CH2:6]4)=[C:23]([O:26][CH3:27])[CH:24]=3)[N:19]=[CH:18][N:17]=2)=[C:13]([F:31])[CH:12]=1. The yield is 0.670. (2) The reactants are [CH3:1][C:2]1[N:7]=[C:6]([S:8][CH2:9][CH2:10][OH:11])[CH:5]=[CH:4][C:3]=1[N+:12]([O-:14])=[O:13].N1C=CN=C1.[C:20]([Si:24](Cl)([CH3:26])[CH3:25])([CH3:23])([CH3:22])[CH3:21]. The catalyst is CN(C=O)C. The product is [C:20]([Si:24]([CH3:26])([CH3:25])[O:11][CH2:10][CH2:9][S:8][C:6]1[N:7]=[C:2]([CH3:1])[C:3]([N+:12]([O-:14])=[O:13])=[CH:4][CH:5]=1)([CH3:23])([CH3:22])[CH3:21]. The yield is 0.480.